The task is: Binary Classification. Given a drug SMILES string, predict its activity (active/inactive) in a high-throughput screening assay against a specified biological target.. This data is from KCNQ2 potassium channel screen with 302,405 compounds. (1) The drug is O=C(N1CCN(CC1)c1cc(OC)ccc1)c1cc2c(nc1C)ccn(c2=O)Cc1ccccc1. The result is 0 (inactive). (2) The compound is s1c(c2nc(on2)COc2cc3CCCCc3cc2)ccc1. The result is 0 (inactive). (3) The molecule is S(=O)(=O)(N1CCN(CC1)C(=O)c1ncoc1c1ccc(F)cc1)c1c(OC)ccc(c1)C. The result is 0 (inactive). (4) The compound is S(c1[nH]c2c(cccc2)c(=S)n1)Cc1ccccc1. The result is 1 (active). (5) The drug is O=C1N(C(=O)CC1N1CCN(CC1)C(=O)c1occc1)c1ccc(OCCC)cc1. The result is 0 (inactive). (6) The compound is Cl\C=C(\S(=O)(=O)c1ccc(cc1)C)NC(=O)c1ccccc1. The result is 0 (inactive). (7) The drug is S(=O)(=O)(N1CCCCC1)c1ccc(S(=O)(=O)N(CC2OCCC2)Cc2sccc2)cc1. The result is 0 (inactive). (8) The molecule is O(CCCC)c1nc(NCc2ccccc2)nc(c1)C. The result is 0 (inactive). (9) The compound is Clc1ccc(S(=O)(=O)/C(=C\N2CCN(CC2)C)C#N)cc1. The result is 0 (inactive).